Task: Regression. Given two drug SMILES strings and cell line genomic features, predict the synergy score measuring deviation from expected non-interaction effect.. Dataset: NCI-60 drug combinations with 297,098 pairs across 59 cell lines (1) Drug 1: CCN(CC)CCNC(=O)C1=C(NC(=C1C)C=C2C3=C(C=CC(=C3)F)NC2=O)C. Drug 2: C(CC(=O)O)C(=O)CN.Cl. Cell line: MOLT-4. Synergy scores: CSS=18.4, Synergy_ZIP=-9.99, Synergy_Bliss=-10.4, Synergy_Loewe=-14.3, Synergy_HSA=-12.9. (2) Drug 1: CC1=CC2C(CCC3(C2CCC3(C(=O)C)OC(=O)C)C)C4(C1=CC(=O)CC4)C. Drug 2: CS(=O)(=O)OCCCCOS(=O)(=O)C. Cell line: HL-60(TB). Synergy scores: CSS=38.4, Synergy_ZIP=0.637, Synergy_Bliss=-3.51, Synergy_Loewe=-16.7, Synergy_HSA=-6.14. (3) Synergy scores: CSS=46.1, Synergy_ZIP=-0.732, Synergy_Bliss=-5.82, Synergy_Loewe=-28.0, Synergy_HSA=-6.52. Drug 1: CN(CC1=CN=C2C(=N1)C(=NC(=N2)N)N)C3=CC=C(C=C3)C(=O)NC(CCC(=O)O)C(=O)O. Cell line: OVCAR3. Drug 2: N.N.Cl[Pt+2]Cl. (4) Drug 1: C1=NC(=NC(=O)N1C2C(C(C(O2)CO)O)O)N. Drug 2: CC1C(C(CC(O1)OC2CC(CC3=C2C(=C4C(=C3O)C(=O)C5=C(C4=O)C(=CC=C5)OC)O)(C(=O)CO)O)N)O.Cl. Cell line: K-562. Synergy scores: CSS=53.8, Synergy_ZIP=-9.51, Synergy_Bliss=-9.87, Synergy_Loewe=-4.40, Synergy_HSA=-3.63. (5) Drug 1: C1=C(C(=O)NC(=O)N1)N(CCCl)CCCl. Drug 2: CCC1(CC2CC(C3=C(CCN(C2)C1)C4=CC=CC=C4N3)(C5=C(C=C6C(=C5)C78CCN9C7C(C=CC9)(C(C(C8N6C)(C(=O)OC)O)OC(=O)C)CC)OC)C(=O)OC)O.OS(=O)(=O)O. Cell line: MALME-3M. Synergy scores: CSS=36.2, Synergy_ZIP=-2.86, Synergy_Bliss=-0.472, Synergy_Loewe=-16.3, Synergy_HSA=1.33. (6) Drug 1: COC1=CC(=CC(=C1O)OC)C2C3C(COC3=O)C(C4=CC5=C(C=C24)OCO5)OC6C(C(C7C(O6)COC(O7)C8=CC=CS8)O)O. Drug 2: CC1=C(C=C(C=C1)C(=O)NC2=CC(=CC(=C2)C(F)(F)F)N3C=C(N=C3)C)NC4=NC=CC(=N4)C5=CN=CC=C5. Cell line: TK-10. Synergy scores: CSS=18.4, Synergy_ZIP=-6.24, Synergy_Bliss=-1.35, Synergy_Loewe=-7.15, Synergy_HSA=-0.645. (7) Drug 1: COC1=NC(=NC2=C1N=CN2C3C(C(C(O3)CO)O)O)N. Drug 2: C1=CC=C(C=C1)NC(=O)CCCCCCC(=O)NO. Cell line: UACC-257. Synergy scores: CSS=11.3, Synergy_ZIP=-6.01, Synergy_Bliss=-1.68, Synergy_Loewe=-30.5, Synergy_HSA=-4.86. (8) Drug 1: CC1C(C(=O)NC(C(=O)N2CCCC2C(=O)N(CC(=O)N(C(C(=O)O1)C(C)C)C)C)C(C)C)NC(=O)C3=C4C(=C(C=C3)C)OC5=C(C(=O)C(=C(C5=N4)C(=O)NC6C(OC(=O)C(N(C(=O)CN(C(=O)C7CCCN7C(=O)C(NC6=O)C(C)C)C)C)C(C)C)C)N)C. Drug 2: C1CN1C2=NC(=NC(=N2)N3CC3)N4CC4. Cell line: SN12C. Synergy scores: CSS=42.9, Synergy_ZIP=-3.39, Synergy_Bliss=-0.975, Synergy_Loewe=0.698, Synergy_HSA=2.64. (9) Drug 1: COC1=C(C=C2C(=C1)N=CN=C2NC3=CC(=C(C=C3)F)Cl)OCCCN4CCOCC4. Drug 2: CC1=C(N=C(N=C1N)C(CC(=O)N)NCC(C(=O)N)N)C(=O)NC(C(C2=CN=CN2)OC3C(C(C(C(O3)CO)O)O)OC4C(C(C(C(O4)CO)O)OC(=O)N)O)C(=O)NC(C)C(C(C)C(=O)NC(C(C)O)C(=O)NCCC5=NC(=CS5)C6=NC(=CS6)C(=O)NCCC[S+](C)C)O. Cell line: NCI-H226. Synergy scores: CSS=39.6, Synergy_ZIP=-9.46, Synergy_Bliss=-2.42, Synergy_Loewe=3.07, Synergy_HSA=4.77. (10) Drug 1: C1=CC(=CC=C1CCC2=CNC3=C2C(=O)NC(=N3)N)C(=O)NC(CCC(=O)O)C(=O)O. Drug 2: C1CN(CCN1C(=O)CCBr)C(=O)CCBr. Cell line: SF-295. Synergy scores: CSS=37.0, Synergy_ZIP=-4.78, Synergy_Bliss=-2.14, Synergy_Loewe=-1.53, Synergy_HSA=1.92.